Dataset: TCR-epitope binding with 47,182 pairs between 192 epitopes and 23,139 TCRs. Task: Binary Classification. Given a T-cell receptor sequence (or CDR3 region) and an epitope sequence, predict whether binding occurs between them. (1) The epitope is MPASWVMRI. The TCR CDR3 sequence is CASSFERGPNTGELFF. Result: 1 (the TCR binds to the epitope). (2) The epitope is IIKDYGKQM. The TCR CDR3 sequence is CASSLALRGGDQETQYF. Result: 1 (the TCR binds to the epitope). (3) The epitope is ISPRTLNAW. The TCR CDR3 sequence is CATRTSGGPYTQYF. Result: 0 (the TCR does not bind to the epitope). (4) The epitope is FPPTSFGPL. The TCR CDR3 sequence is CATSDYSGGLSGELFF. Result: 0 (the TCR does not bind to the epitope).